Dataset: Catalyst prediction with 721,799 reactions and 888 catalyst types from USPTO. Task: Predict which catalyst facilitates the given reaction. (1) Reactant: [CH3:1][C:2]1[N:3]=[C:4]([C:9]2[CH:14]=[CH:13][C:12]([C:15]([F:18])([F:17])[F:16])=[CH:11][CH:10]=2)[S:5][C:6]=1[CH:7]=[O:8].[CH2:19]([Mg]Cl)[C:20]1[CH:25]=[CH:24][CH:23]=[CH:22][CH:21]=1. Product: [CH3:1][C:2]1[N:3]=[C:4]([C:9]2[CH:10]=[CH:11][C:12]([C:15]([F:18])([F:16])[F:17])=[CH:13][CH:14]=2)[S:5][C:6]=1[CH:7]([OH:8])[CH2:19][C:20]1[CH:25]=[CH:24][CH:23]=[CH:22][CH:21]=1. The catalyst class is: 1. (2) Reactant: [F:1][C:2]1[CH:7]=[CH:6][C:5]([O:8][CH3:9])=[CH:4][C:3]=1/[CH:10]=[C:11](\[SH:15])/[C:12]([OH:14])=[O:13].II.S(S([O-])=O)([O-])(=O)=O.[Na+].[Na+].CCOCC. Product: [F:1][C:2]1[C:3]2[CH:10]=[C:11]([C:12]([OH:14])=[O:13])[S:15][C:4]=2[C:5]([O:8][CH3:9])=[CH:6][CH:7]=1. The catalyst class is: 216. (3) Reactant: [NH2:1][C:2]1[CH:7]=[C:6]([S:8]([F:13])([F:12])([F:11])([F:10])[F:9])[CH:5]=[CH:4][C:3]=1[C:14](=[O:16])[CH3:15].C(N(CC)CC)C.[C:24](Cl)(=[O:26])[CH3:25].C(=O)([O-])O.[Na+]. Product: [C:14]([C:3]1[CH:4]=[CH:5][C:6]([S:8]([F:13])([F:9])([F:10])([F:11])[F:12])=[CH:7][C:2]=1[NH:1][C:24](=[O:26])[CH3:25])(=[O:16])[CH3:15]. The catalyst class is: 34. (4) Reactant: [CH2:1]([O:8][C:9]([N:11]1[CH:15]([C:16](O)=[O:17])[CH2:14][S:13][C@@H:12]1[C:19]1[CH:24]=[CH:23][CH:22]=[C:21]([O:25][CH3:26])[CH:20]=1)=[O:10])[C:2]1[CH:7]=[CH:6][CH:5]=[CH:4][CH:3]=1.CCN(C(C)C)C(C)C.CN(C(ON1N=NC2C=CC=NC1=2)=[N+](C)C)C.F[P-](F)(F)(F)(F)F.[NH2:60][C:61]1[S:62][CH:63]=[C:64]([C:66]2[CH:77]=[CH:76][C:69]([C:70]([NH:72][CH:73]3[CH2:75][CH2:74]3)=[O:71])=[CH:68][CH:67]=2)[N:65]=1. Product: [CH2:1]([O:8][C:9]([N:11]1[CH:15]([C:16](=[O:17])[NH:60][C:61]2[S:62][CH:63]=[C:64]([C:66]3[CH:67]=[CH:68][C:69]([C:70](=[O:71])[NH:72][CH:73]4[CH2:74][CH2:75]4)=[CH:76][CH:77]=3)[N:65]=2)[CH2:14][S:13][C@@H:12]1[C:19]1[CH:24]=[CH:23][CH:22]=[C:21]([O:25][CH3:26])[CH:20]=1)=[O:10])[C:2]1[CH:3]=[CH:4][CH:5]=[CH:6][CH:7]=1. The catalyst class is: 3. (5) Reactant: [CH3:1][N:2]([CH3:23])[CH2:3][CH:4]([NH:6][C:7]1[CH:19]=[CH:18][C:10]([C:11]([N:13]([CH2:16][CH3:17])[CH2:14][CH3:15])=[O:12])=[CH:9][C:8]=1[N+:20]([O-])=O)[CH3:5].[CH3:24][CH2:25][O:26][C:27]([CH3:29])=O. Product: [CH3:1][N:2]([CH3:23])[CH2:3][CH:4]([N:6]1[C:7]2[CH:19]=[CH:18][C:10]([C:11]([N:13]([CH2:16][CH3:17])[CH2:14][CH3:15])=[O:12])=[CH:9][C:8]=2[N:20]=[C:19]1[CH2:18][C:10]1[CH:9]=[CH:8][C:27]([O:26][CH2:25][CH3:24])=[CH:29][CH:11]=1)[CH3:5]. The catalyst class is: 45. (6) Reactant: [NH2:1][C:2]1[N:7]=[C:6]([N:8]2[CH2:13][CH2:12][CH2:11][CH:10]([NH:14][C:15](=[O:21])[O:16][C:17]([CH3:20])([CH3:19])[CH3:18])[CH2:9]2)[CH:5]=[C:4]([C:22]2[CH:27]=[CH:26][C:25]([C:28]#[N:29])=[C:24](F)[CH:23]=2)[N:3]=1.O1CCOCC1.O.[NH2:38][NH2:39].NN. Product: [NH2:1][C:2]1[N:7]=[C:6]([N:8]2[CH2:13][CH2:12][CH2:11][CH:10]([NH:14][C:15](=[O:21])[O:16][C:17]([CH3:20])([CH3:19])[CH3:18])[CH2:9]2)[CH:5]=[C:4]([C:22]2[CH:23]=[C:24]3[C:25]([C:28]([NH2:29])=[N:38][NH:39]3)=[CH:26][CH:27]=2)[N:3]=1. The catalyst class is: 8.